This data is from Full USPTO retrosynthesis dataset with 1.9M reactions from patents (1976-2016). The task is: Predict the reactants needed to synthesize the given product. (1) Given the product [F:23][C:5]1[CH:4]=[CH:3][C:2]([C:24]2[CH:29]=[CH:28][CH:27]=[CH:26][CH:25]=2)=[CH:7][C:6]=1[C:8]([NH:11][C:12](=[O:22])[O:13][CH:14]1[CH:19]2[CH2:20][CH2:21][N:16]([CH2:17][CH2:18]2)[CH2:15]1)([CH3:10])[CH3:9], predict the reactants needed to synthesize it. The reactants are: Br[C:2]1[CH:3]=[CH:4][C:5]([F:23])=[C:6]([C:8]([NH:11][C:12](=[O:22])[O:13][CH:14]2[CH:19]3[CH2:20][CH2:21][N:16]([CH2:17][CH2:18]3)[CH2:15]2)([CH3:10])[CH3:9])[CH:7]=1.[C:24]1(B(O)O)[CH:29]=[CH:28][CH:27]=[CH:26][CH:25]=1. (2) Given the product [CH3:17][C@@H:4]1[CH2:5][CH:6]([C@H:8]([NH:14][C:15]([O:31][CH3:30])=[O:16])[C:9]([O:11][CH2:12][CH3:13])=[O:10])[CH2:7][C@@H:2]([CH3:1])[O:3]1, predict the reactants needed to synthesize it. The reactants are: [CH3:1][C@@H:2]1[CH2:7][CH:6]([C@H:8]([NH:14][CH:15]=[O:16])[C:9]([O:11][CH2:12][CH3:13])=[O:10])[CH2:5][C@@H:4]([CH3:17])[O:3]1.C(Cl)Cl.C(N(CC)C(C)C)(C)C.[C:30](Cl)(=O)[O:31]C. (3) Given the product [Si:1]([O:18][CH:19]1[CH2:20][N:21]([CH2:28][C:26]#[CH:27])[CH2:22]1)([C:14]([CH3:17])([CH3:15])[CH3:16])([C:2]1[CH:3]=[CH:4][CH:5]=[CH:6][CH:7]=1)[C:8]1[CH:13]=[CH:12][CH:11]=[CH:10][CH:9]=1, predict the reactants needed to synthesize it. The reactants are: [Si:1]([O:18][CH:19]1[CH2:22][NH:21][CH2:20]1)([C:14]([CH3:17])([CH3:16])[CH3:15])([C:8]1[CH:13]=[CH:12][CH:11]=[CH:10][CH:9]=1)[C:2]1[CH:7]=[CH:6][CH:5]=[CH:4][CH:3]=1.CCN(C(C)C)[CH:26]([CH3:28])[CH3:27].C(Br)C#C. (4) Given the product [CH3:1][O:2][C:3](=[O:13])[C:4]1[CH:9]=[CH:8][C:7]([NH:10][C:21](=[O:23])[CH3:22])=[CH:6][C:5]=1[O:11][CH3:12], predict the reactants needed to synthesize it. The reactants are: [CH3:1][O:2][C:3](=[O:13])[C:4]1[CH:9]=[CH:8][C:7]([NH2:10])=[CH:6][C:5]=1[O:11][CH3:12].C(N(CC)CC)C.[C:21](O)(=[O:23])[CH3:22].C(=O)(O)[O-].[Na+]. (5) Given the product [CH3:15][N:16]1[CH2:21][CH2:20][C:19]2[NH:11][C:8]3[CH:7]=[CH:6][C:5]([C:4]([O:3][CH3:2])=[O:13])=[CH:10][C:9]=3[C:18]=2[CH2:17]1, predict the reactants needed to synthesize it. The reactants are: Cl.[CH3:2][O:3][C:4](=[O:13])[C:5]1[CH:10]=[CH:9][C:8]([NH:11]N)=[CH:7][CH:6]=1.Cl.[CH3:15][N:16]1[CH2:21][CH2:20][C:19](=O)[CH2:18][CH2:17]1.Cl.